Dataset: Full USPTO retrosynthesis dataset with 1.9M reactions from patents (1976-2016). Task: Predict the reactants needed to synthesize the given product. (1) Given the product [CH3:1][O:2][C:3]1[CH:8]=[CH:7][CH:6]=[C:5]([O:9][CH3:10])[C:4]=1[CH:11]1[N:16]([CH2:19][C:20]2[CH:25]=[CH:24][C:23]([O:26][CH3:27])=[CH:22][CH:21]=2)[C:15](=[O:17])[CH2:14][CH2:13][CH2:12]1, predict the reactants needed to synthesize it. The reactants are: [CH3:1][O:2][C:3]1[CH:8]=[CH:7][CH:6]=[C:5]([O:9][CH3:10])[C:4]=1[CH:11]1[NH:16][C:15](=[O:17])[CH2:14][CH2:13][CH2:12]1.Cl[CH2:19][C:20]1[CH:25]=[CH:24][C:23]([O:26][CH3:27])=[CH:22][CH:21]=1. (2) Given the product [OH:7][C:6]1[C:5]2[C:4](=[CH:3][C:2]([CH3:1])=[CH:11][CH:10]=2)[C:12]([OH:13])=[C:27]([C:26]([O:35][CH2:36][CH3:37])=[O:34])[C:28]=1[C:29]([O:31][CH2:32][CH3:33])=[O:30], predict the reactants needed to synthesize it. The reactants are: [CH3:1][C:2]1[C:3](C)=[C:4]([C:12]([O-])=[O:13])[C:5](=[CH:10][CH:11]=1)[C:6](OC)=[O:7].[Li+].C[Si]([N-][Si](C)(C)C)(C)C.[C:26]([O:35][CH2:36][CH3:37])(=[O:34])[CH2:27][CH2:28][C:29]([O:31][CH2:32][CH3:33])=[O:30].Cl.